From a dataset of Reaction yield outcomes from USPTO patents with 853,638 reactions. Predict the reaction yield, written as a fraction of the theoretical maximum amount of product (1.0 means a 100% yield; for example, 0.34 means a 34% yield). The reactants are C([O-])([O-])=O.[Cs+].[Cs+].[OH:7][C:8]1[C:13]2[S:14][CH:15]=[CH:16][C:12]=2[CH:11]=[C:10]([C:17]([O:19]CC)=O)[CH:9]=1.F[C:23]1[CH:28]=[CH:27][C:26]([S:29]([CH3:32])(=[O:31])=[O:30])=[CH:25][CH:24]=1.[CH3:33][N:34]1[CH:38]=[CH:37][C:36]([NH2:39])=[N:35]1.CN(C(ON1N=NC2C=CC=NC1=2)=[N+](C)C)C.F[P-](F)(F)(F)(F)F. The catalyst is CN(C=O)C. The product is [CH3:32][S:29]([C:26]1[CH:27]=[CH:28][C:23]([O:7][C:8]2[C:13]3[S:14][CH:15]=[CH:16][C:12]=3[CH:11]=[C:10]([C:17]([NH:39][C:36]3[CH:37]=[CH:38][N:34]([CH3:33])[N:35]=3)=[O:19])[CH:9]=2)=[CH:24][CH:25]=1)(=[O:31])=[O:30]. The yield is 0.0100.